Predict the reactants needed to synthesize the given product. From a dataset of Full USPTO retrosynthesis dataset with 1.9M reactions from patents (1976-2016). (1) Given the product [CH2:1]([N:3]1[C:7]([C:8]([NH:54][C:47]2[CH:46]=[C:45]([C:40]3[CH:41]=[CH:42][CH:43]=[C:44]4[C:39]=3[CH:38]=[CH:37][NH:36]4)[CH:53]=[C:52]3[C:48]=2[CH:49]=[N:50][NH:51]3)=[O:10])=[CH:6][C:5]([CH3:11])=[N:4]1)[CH3:2], predict the reactants needed to synthesize it. The reactants are: [CH2:1]([N:3]1[C:7]([C:8]([OH:10])=O)=[CH:6][C:5]([CH3:11])=[N:4]1)[CH3:2].F[P-](F)(F)(F)(F)F.CN(C(ON1C2=NC=CC=C2N=N1)=[N+](C)C)C.[NH:36]1[C:44]2[C:39](=[C:40]([C:45]3[CH:46]=[C:47]([NH2:54])[C:48]4[CH:49]=[N:50][NH:51][C:52]=4[CH:53]=3)[CH:41]=[CH:42][CH:43]=2)[CH:38]=[CH:37]1. (2) Given the product [CH:1]1([CH2:4][O:5][C:6]2[CH:30]=[CH:29][C:9]3[N:10]=[C:11]([C@H:13]4[CH2:18][CH2:17][C@H:16]([O:19][CH2:20][C:21](=[O:22])[CH3:31])[CH2:15][CH2:14]4)[O:12][C:8]=3[CH:7]=2)[CH2:3][CH2:2]1, predict the reactants needed to synthesize it. The reactants are: [CH:1]1([CH2:4][O:5][C:6]2[CH:30]=[CH:29][C:9]3[N:10]=[C:11]([C@H:13]4[CH2:18][CH2:17][C@H:16]([O:19][CH2:20][C:21](N5CCOCC5)=[O:22])[CH2:15][CH2:14]4)[O:12][C:8]=3[CH:7]=2)[CH2:3][CH2:2]1.[CH3:31][Mg]Br.